From a dataset of Experimentally validated miRNA-target interactions with 360,000+ pairs, plus equal number of negative samples. Binary Classification. Given a miRNA mature sequence and a target amino acid sequence, predict their likelihood of interaction. (1) The miRNA is hsa-miR-3974 with sequence AAAGGUCAUUGUAAGGUUAAUGC. The protein sequence of the target gene is MSSGLWSQEKVTSPYWEERIFYLLLQECSVTDKQTQKLLKVPKGSIGQYIQDRSVGHSRVPSTKGKKNQIGLKILEQPHAVLFVDEKDVVEINEKFTELLLAITNCEERLSLFRNRLRLSKGLQVDVGSPVKVQLRSGEEKFPGVVRFRGPLLAERTVSGIFFGVELLEEGRGQGFTDGVYQGKQLFQCDEDCGVFVALDKLELIEDDDNGLESDFAGPGDTMQVEPPPLEINSRVSLKVGESTESGTVIFCDVLPGKESLGYFVGVDMDNPIGNWDGRFDGVQLCSFASVESTILLHIN.... Result: 0 (no interaction). (2) The miRNA is hsa-miR-4315 with sequence CCGCUUUCUGAGCUGGAC. The protein sequence of the target gene is MGPRLSVWLLLLFAALLLHEERSRAAAKGDCGGSGCGKCDCHGVKGQKGERGLPGLQGVIGFPGMQGPEGPHGPPGQKGDAGEPGLPGTKGTRGPPGAAGYPGNPGLPGIPGQDGPPGPPGIPGCNGTKGERGPLGPPGLPGFSGNPGPPGLPGMKGDPGEILGHVPGTLLKGERGFPGIPGMPGSPGLPGLQGPVGPPGFTGPPGPPGPPGPPGEKGQMGSSFQGPKGDKGEQGVSGPPGVPGQAQVKEKGDFAPTGEKGQKGEPGFPGVPGYGEKGEPGKQGPRGKPGKDGEKGERGS.... Result: 0 (no interaction).